Dataset: Forward reaction prediction with 1.9M reactions from USPTO patents (1976-2016). Task: Predict the product of the given reaction. (1) Given the reactants C(OC(=O)[NH:7][C:8]1[N:9]([CH3:26])[C:10](=[O:25])[C:11]([CH3:24])([CH3:23])[C@:12]([C:15]2[CH:20]=[C:19]([NH2:21])[CH:18]=[CH:17][C:16]=2[F:22])([CH3:14])[N:13]=1)(C)(C)C.[F:28][C:29]([F:37])([F:36])[C:30]1([C:33](O)=[O:34])[CH2:32][CH2:31]1, predict the reaction product. The product is: [NH2:7][C:8]1[N:9]([CH3:26])[C:10](=[O:25])[C:11]([CH3:24])([CH3:23])[C@:12]([C:15]2[CH:20]=[C:19]([NH:21][C:33]([C:30]3([C:29]([F:37])([F:36])[F:28])[CH2:32][CH2:31]3)=[O:34])[CH:18]=[CH:17][C:16]=2[F:22])([CH3:14])[N:13]=1. (2) Given the reactants C[O:2][C:3]([C:5]1[C:9]2=[N:10][C:11]([C:14]3[C:22]4[C:17](=[CH:18][CH:19]=[C:20]([S:23]([CH3:26])(=[O:25])=[O:24])[CH:21]=4)[N:16]([CH3:27])[N:15]=3)=[CH:12][N:13]=[C:8]2[N:7](COC(=O)C(C)(C)C)[CH:6]=1)=[O:4].[OH-].[Na+], predict the reaction product. The product is: [CH3:26][S:23]([C:20]1[CH:21]=[C:22]2[C:17](=[CH:18][CH:19]=1)[N:16]([CH3:27])[N:15]=[C:14]2[C:11]1[N:10]=[C:9]2[C:5]([C:3]([OH:4])=[O:2])=[CH:6][NH:7][C:8]2=[N:13][CH:12]=1)(=[O:25])=[O:24].